Regression. Given two drug SMILES strings and cell line genomic features, predict the synergy score measuring deviation from expected non-interaction effect. From a dataset of Merck oncology drug combination screen with 23,052 pairs across 39 cell lines. (1) Drug 1: CS(=O)(=O)CCNCc1ccc(-c2ccc3ncnc(Nc4ccc(OCc5cccc(F)c5)c(Cl)c4)c3c2)o1. Drug 2: NC1CCCCC1N.O=C(O)C(=O)O.[Pt+2]. Cell line: SKMES1. Synergy scores: synergy=-0.00405. (2) Drug 1: CCC1=CC2CN(C1)Cc1c([nH]c3ccccc13)C(C(=O)OC)(c1cc3c(cc1OC)N(C)C1C(O)(C(=O)OC)C(OC(C)=O)C4(CC)C=CCN5CCC31C54)C2. Synergy scores: synergy=-0.0348. Cell line: HT144. Drug 2: CCc1cnn2c(NCc3ccc[n+]([O-])c3)cc(N3CCCCC3CCO)nc12. (3) Drug 1: O=P1(N(CCCl)CCCl)NCCCO1. Drug 2: CC1(c2nc3c(C(N)=O)cccc3[nH]2)CCCN1. Cell line: A2058. Synergy scores: synergy=12.7. (4) Drug 1: Cc1nc(Nc2ncc(C(=O)Nc3c(C)cccc3Cl)s2)cc(N2CCN(CCO)CC2)n1. Drug 2: CNC(=O)c1cc(Oc2ccc(NC(=O)Nc3ccc(Cl)c(C(F)(F)F)c3)cc2)ccn1. Cell line: HT144. Synergy scores: synergy=5.86. (5) Drug 1: CCC1=CC2CN(C1)Cc1c([nH]c3ccccc13)C(C(=O)OC)(c1cc3c(cc1OC)N(C)C1C(O)(C(=O)OC)C(OC(C)=O)C4(CC)C=CCN5CCC31C54)C2. Drug 2: COC1CC2CCC(C)C(O)(O2)C(=O)C(=O)N2CCCCC2C(=O)OC(C(C)CC2CCC(OP(C)(C)=O)C(OC)C2)CC(=O)C(C)C=C(C)C(O)C(OC)C(=O)C(C)CC(C)C=CC=CC=C1C. Cell line: HT29. Synergy scores: synergy=-5.87.